From a dataset of Reaction yield outcomes from USPTO patents with 853,638 reactions. Predict the reaction yield, written as a fraction of the theoretical maximum amount of product (1.0 means a 100% yield; for example, 0.34 means a 34% yield). The reactants are C([N:14]1[CH2:17][CH:16]([OH:18])[CH2:15]1)(C1C=CC=CC=1)C1C=CC=CC=1.[N+:19]([C:22]1[CH:32]=[CH:31][C:25]([CH2:26][O:27][C:28](Cl)=[O:29])=[CH:24][CH:23]=1)([O-:21])=[O:20].C(N(CC)CC)C. The catalyst is CO.[Pd].C(Cl)Cl. The product is [OH:18][CH:16]1[CH2:17][N:14]([C:28]([O:27][CH2:26][C:25]2[CH:31]=[CH:32][C:22]([N+:19]([O-:21])=[O:20])=[CH:23][CH:24]=2)=[O:29])[CH2:15]1. The yield is 0.370.